From a dataset of Forward reaction prediction with 1.9M reactions from USPTO patents (1976-2016). Predict the product of the given reaction. (1) Given the reactants [N:1]1([C:7]2[N:12]=[CH:11][NH:10][C:9](=[O:13])[CH:8]=2)[CH2:6][CH2:5][NH:4][CH2:3][CH2:2]1.[I:14][C:15]1[CH:16]=[C:17]([O:24][CH3:25])[C:18]([OH:23])=[C:19]([CH:22]=1)[CH:20]=O, predict the reaction product. The product is: [OH:23][C:18]1[C:17]([O:24][CH3:25])=[CH:16][C:15]([I:14])=[CH:22][C:19]=1[CH2:20][N:4]1[CH2:5][CH2:6][N:1]([C:7]2[N:12]=[CH:11][NH:10][C:9](=[O:13])[CH:8]=2)[CH2:2][CH2:3]1. (2) Given the reactants [Cl:1][C:2]1[CH:3]=[C:4]([NH:9][C:10]2[C:19]3[C:14](=[CH:15][C:16]([O:32][CH2:33][CH3:34])=[C:17]([NH:20][C:21](=[O:31])[CH2:22]P(OCC)(OCC)=O)[CH:18]=3)[N:13]=[CH:12][N:11]=2)[CH:5]=[CH:6][C:7]=1[F:8].C[Si]([N-][Si](C)(C)C)(C)C.[Li+].C1(C)C=CC=CC=1.[CH3:52][N:53]1[CH2:57][CH2:56][CH2:55][C@H:54]1[CH:58]=[O:59], predict the reaction product. The product is: [Cl:1][C:2]1[CH:3]=[C:4]([NH:9][C:10]2[C:19]3[C:14](=[CH:15][C:16]([O:32][CH2:33][CH3:34])=[C:17]([NH:20][C:21](=[O:31])/[CH:22]=[CH:58]/[C@@H:54]4[CH2:55][CH2:56][CH2:57][N:53]4[CH3:52])[CH:18]=3)[N:13]=[CH:12][N:11]=2)[CH:5]=[CH:6][C:7]=1[F:8].[CH3:21][N:20]1[CH2:10][CH2:19][CH2:18][C@H:17]1[CH:16]=[CH:15][C:14]([NH2:13])=[O:59]. (3) Given the reactants [Cl:1][C:2]1[CH:3]=[C:4]([CH:8]([NH2:10])[CH3:9])[CH:5]=[CH:6][CH:7]=1.F[C:12]1[CH:17]=[C:16]([F:18])[CH:15]=[CH:14][C:13]=1[N+:19]([O-:21])=[O:20].C(N(CC)C(C)C)(C)C, predict the reaction product. The product is: [Cl:1][C:2]1[CH:3]=[C:4]([CH:8]([NH:10][C:12]2[CH:17]=[C:16]([F:18])[CH:15]=[CH:14][C:13]=2[N+:19]([O-:21])=[O:20])[CH3:9])[CH:5]=[CH:6][CH:7]=1. (4) Given the reactants [C:1]([C:5]1[CH:6]=[C:7]([Mg]Br)[CH:8]=[C:9]([C:11]([CH3:14])([CH3:13])[CH3:12])[CH:10]=1)([CH3:4])([CH3:3])[CH3:2].Cl[C:18]1[CH:26]=[C:25]([CH3:27])[CH:24]=[C:23]2[C:19]=1[CH2:20][CH:21]([CH3:30])[CH:22]2[O:28][CH3:29].O, predict the reaction product. The product is: [C:1]([C:5]1[CH:6]=[C:7]([C:18]2[CH:26]=[C:25]([CH3:27])[CH:24]=[C:23]3[C:19]=2[CH2:20][CH:21]([CH3:30])[CH:22]3[O:28][CH3:29])[CH:8]=[C:9]([C:11]([CH3:14])([CH3:13])[CH3:12])[CH:10]=1)([CH3:4])([CH3:3])[CH3:2]. (5) Given the reactants [CH3:1][C:2]1[CH:3]=[C:4]([C:19](=O)[CH3:20])[CH:5]=[N:6][C:7]=1[O:8][C:9]1[CH:10]=[N:11][C:12]([C:15]([F:18])([F:17])[F:16])=[CH:13][CH:14]=1.[CH3:22][C:23]([S@:26]([NH2:28])=[O:27])([CH3:25])[CH3:24], predict the reaction product. The product is: [CH3:22][C:23]([S@:26]([NH:28][CH:19]([C:4]1[CH:5]=[N:6][C:7]([O:8][C:9]2[CH:10]=[N:11][C:12]([C:15]([F:18])([F:17])[F:16])=[CH:13][CH:14]=2)=[C:2]([CH3:1])[CH:3]=1)[CH3:20])=[O:27])([CH3:25])[CH3:24]. (6) Given the reactants [CH3:1][CH2:2][NH:3][C:4]([C@H:6]1[N:10]([C:11]([C@@H:13]([NH:21][C:22]([C@@H:24]([NH:29][C:30]([C@H:32]([NH:37][C:38]([C@@H:40]([NH:49][C:50]([C@@H:52]([NH:55][C:56]([C@@H:58]([NH:69][C:70]([C@@H:72]([NH:79][C:80]([C@H:82]2[NH:87][C:85](=[O:86])[CH2:84][CH2:83]2)=[O:81])[CH2:73][C:74]2[N:78]=[CH:77][NH:76][CH:75]=2)=[O:71])[CH2:59][C:60]2[C:64]3[CH:65]=[CH:66][CH:67]=[CH:68][C:63]=3[NH:62][CH:61]=2)=[O:57])[CH2:53][OH:54])=[O:51])[CH2:41][C:42]2[CH:43]=[CH:44][C:45]([OH:48])=[CH:46][CH:47]=2)=[O:39])[CH2:33][CH:34]([CH3:36])[CH3:35])=[O:31])[CH2:25][CH:26]([CH3:28])[CH3:27])=[O:23])[CH2:14][CH2:15][CH2:16][NH:17][C:18]([NH2:20])=[NH:19])=[O:12])[CH2:9][CH2:8][CH2:7]1)=[O:5].CC(O)=O.[CH3:92][S:93]([OH:96])(=[O:95])=[O:94], predict the reaction product. The product is: [CH3:1][CH2:2][NH:3][C:4]([C@H:6]1[N:10]([C:11]([C@@H:13]([NH:21][C:22]([C@@H:24]([NH:29][C:30]([C@H:32]([NH:37][C:38]([C@@H:40]([NH:49][C:50]([C@@H:52]([NH:55][C:56]([C@@H:58]([NH:69][C:70]([C@@H:72]([NH:79][C:80]([C@H:82]2[NH:87][C:85](=[O:86])[CH2:84][CH2:83]2)=[O:81])[CH2:73][C:74]2[NH:78][CH:77]=[N:76][CH:75]=2)=[O:71])[CH2:59][C:60]2[C:64]3[C:63](=[CH:68][CH:67]=[CH:66][CH:65]=3)[NH:62][CH:61]=2)=[O:57])[CH2:53][OH:54])=[O:51])[CH2:41][C:42]2[CH:43]=[CH:44][C:45]([OH:48])=[CH:46][CH:47]=2)=[O:39])[CH2:33][CH:34]([CH3:36])[CH3:35])=[O:31])[CH2:25][CH:26]([CH3:28])[CH3:27])=[O:23])[CH2:14][CH2:15][CH2:16][N:17]=[C:18]([NH2:20])[NH2:19])=[O:12])[CH2:9][CH2:8][CH2:7]1)=[O:5].[CH3:92][S:93]([OH:96])(=[O:95])=[O:94]. (7) Given the reactants OS(C(F)(F)F)(=O)=O.[Cl-:9].[CH3:10][O:11][C:12]1[CH:17]=[CH:16][C:15]([S+:18]2[C:22]3[CH:23]=[CH:24][CH:25]=[CH:26][C:21]=3[C:20]3[CH:27]=[CH:28][CH:29]=[CH:30][C:19]2=3)=[CH:14][C:13]=1[CH2:31][C:32]([O:34][CH2:35][C:36]([O:38]C1(C)C2CC3CC(CC1C3)C2)=[O:37])=[O:33], predict the reaction product. The product is: [Cl-:9].[C:36]([CH2:35][O:34][C:32](=[O:33])[CH2:31][C:13]1[CH:14]=[C:15]([S+:18]2[C:19]3[CH:30]=[CH:29][CH:28]=[CH:27][C:20]=3[C:21]3[CH:26]=[CH:25][CH:24]=[CH:23][C:22]2=3)[CH:16]=[CH:17][C:12]=1[O:11][CH3:10])([OH:38])=[O:37]. (8) Given the reactants [CH:1](=O)[CH2:2][CH2:3][CH2:4][CH2:5][CH2:6][CH2:7][CH2:8][CH3:9].[ClH:11].Cl.[CH3:13][O:14][C:15]1[CH:20]=[CH:19][C:18]([C:21]([CH3:24])([CH3:23])[CH3:22])=[CH:17][C:16]=1[NH:25][C:26]([NH:28][C:29]([NH2:31])=[NH:30])=[NH:27], predict the reaction product. The product is: [ClH:11].[CH2:2]([CH:1]1[N:25]([C:16]2[CH:17]=[C:18]([C:21]([CH3:22])([CH3:23])[CH3:24])[CH:19]=[CH:20][C:15]=2[O:14][CH3:13])[C:26]([NH2:27])=[N:28][C:29]([NH2:31])=[N:30]1)[CH2:3][CH2:4][CH2:5][CH2:6][CH2:7][CH2:8][CH3:9]. (9) Given the reactants [C:1]1([C:28]2[CH:33]=[CH:32][CH:31]=[CH:30][CH:29]=2)[CH:6]=[CH:5][C:4]([C:7]([N:9]2[CH2:14][CH2:13][CH:12]([C:15]3[NH:19][C:18]4[CH:20]=[CH:21][C:22]([C:24]([O:26]C)=O)=[CH:23][C:17]=4[N:16]=3)[CH2:11][CH2:10]2)=[O:8])=[CH:3][CH:2]=1.[CH3:34][NH2:35], predict the reaction product. The product is: [C:1]1([C:28]2[CH:29]=[CH:30][CH:31]=[CH:32][CH:33]=2)[CH:6]=[CH:5][C:4]([C:7]([N:9]2[CH2:14][CH2:13][CH:12]([C:15]3[NH:19][C:18]4[CH:20]=[CH:21][C:22]([C:24]([NH:35][CH3:34])=[O:26])=[CH:23][C:17]=4[N:16]=3)[CH2:11][CH2:10]2)=[O:8])=[CH:3][CH:2]=1. (10) Given the reactants [OH:1][C:2]1[CH:7]=[CH:6][N:5]([CH2:8][CH2:9][C:10]2[CH:15]=[CH:14][C:13]([CH2:16][N:17]3[CH2:21][CH2:20][CH2:19][CH2:18]3)=[CH:12][CH:11]=2)[C:4](=[O:22])[CH:3]=1.I[C:24]1[CH:29]=[CH:28][CH:27]=[CH:26][CH:25]=1, predict the reaction product. The product is: [O:1]([C:2]1[CH:7]=[CH:6][N:5]([CH2:8][CH2:9][C:10]2[CH:15]=[CH:14][C:13]([CH2:16][N:17]3[CH2:21][CH2:20][CH2:19][CH2:18]3)=[CH:12][CH:11]=2)[C:4](=[O:22])[CH:3]=1)[C:24]1[CH:29]=[CH:28][CH:27]=[CH:26][CH:25]=1.